From a dataset of Reaction yield outcomes from USPTO patents with 853,638 reactions. Predict the reaction yield, written as a fraction of the theoretical maximum amount of product (1.0 means a 100% yield; for example, 0.34 means a 34% yield). (1) The reactants are C[O:2][C:3]1[C:12]([C:13]2[CH:18]=[C:17]([Br:19])[CH:16]=[CH:15][C:14]=2[F:20])=[CH:11][C:10]2[C:5](=[CH:6][CH:7]=[CH:8][CH:9]=2)[N:4]=1.ClCCl.B(Br)(Br)Br.CO. The catalyst is O. The product is [OH:2][C:3]1[C:12]([C:13]2[CH:18]=[C:17]([Br:19])[CH:16]=[CH:15][C:14]=2[F:20])=[CH:11][C:10]2[C:5](=[CH:6][CH:7]=[CH:8][CH:9]=2)[N:4]=1. The yield is 0.440. (2) The reactants are [Cl:1][C:2]1[CH:7]=[CH:6][C:5]([CH2:8][CH2:9][N:10]([CH2:32][CH2:33][CH2:34][CH2:35][CH2:36][CH2:37][CH3:38])[C:11](=[O:31])[CH2:12][C:13]2[CH:30]=[CH:29][C:16]([O:17][CH2:18][C:19]3[CH:28]=[CH:27][CH:26]=[CH:25][C:20]=3[C:21]([O:23]C)=[O:22])=[CH:15][CH:14]=2)=[CH:4][CH:3]=1.[OH-].[K+]. The catalyst is CCO. The product is [Cl:1][C:2]1[CH:3]=[CH:4][C:5]([CH2:8][CH2:9][N:10]([CH2:32][CH2:33][CH2:34][CH2:35][CH2:36][CH2:37][CH3:38])[C:11](=[O:31])[CH2:12][C:13]2[CH:30]=[CH:29][C:16]([O:17][CH2:18][C:19]3[CH:28]=[CH:27][CH:26]=[CH:25][C:20]=3[C:21]([OH:23])=[O:22])=[CH:15][CH:14]=2)=[CH:6][CH:7]=1. The yield is 0.0550. (3) The reactants are [CH3:1][O:2][C:3](=[O:11])[C:4]1[CH:9]=[CH:8][CH:7]=[N:6][C:5]=1Cl.[F:12][C:13]1[CH:18]=[C:17]([F:19])[CH:16]=[CH:15][C:14]=1B(O)O.C([O-])([O-])=O.[Na+].[Na+].O. The catalyst is C1COCC1.C1C=CC([P]([Pd]([P](C2C=CC=CC=2)(C2C=CC=CC=2)C2C=CC=CC=2)([P](C2C=CC=CC=2)(C2C=CC=CC=2)C2C=CC=CC=2)[P](C2C=CC=CC=2)(C2C=CC=CC=2)C2C=CC=CC=2)(C2C=CC=CC=2)C2C=CC=CC=2)=CC=1. The product is [CH3:1][O:2][C:3](=[O:11])[C:4]1[CH:9]=[CH:8][CH:7]=[N:6][C:5]=1[C:16]1[CH:15]=[CH:14][C:13]([F:12])=[CH:18][C:17]=1[F:19]. The yield is 0.927. (4) The reactants are [CH2:1]([C:3]1[NH:4][C:5](=[O:27])[C:6]([CH2:12][C:13]2[CH:18]=[CH:17][C:16]([C:19]3[C:20]([C:25]#[N:26])=[CH:21][CH:22]=[CH:23][CH:24]=3)=[CH:15][CH:14]=2)=[C:7]([CH2:9][CH2:10][CH3:11])[N:8]=1)[CH3:2].[CH:28]([O:31][C:32]1[CH:37]=[CH:36][C:35](B(O)O)=[CH:34][CH:33]=1)([CH3:30])[CH3:29].C(N(CC)CC)C.N1C=CC=CC=1. The catalyst is ClCCl.C(OCC)(=O)C.C([O-])(=O)C.[Cu+2].C([O-])(=O)C. The product is [CH2:1]([C:3]1[N:4]([C:35]2[CH:36]=[CH:37][C:32]([O:31][CH:28]([CH3:30])[CH3:29])=[CH:33][CH:34]=2)[C:5](=[O:27])[C:6]([CH2:12][C:13]2[CH:18]=[CH:17][C:16]([C:19]3[C:20]([C:25]#[N:26])=[CH:21][CH:22]=[CH:23][CH:24]=3)=[CH:15][CH:14]=2)=[C:7]([CH2:9][CH2:10][CH3:11])[N:8]=1)[CH3:2]. The yield is 0.770. (5) The reactants are [CH3:1][O:2][C:3]1[CH:4]=[C:5]2[C:10](=[CH:11][C:12]=1[O:13][CH3:14])[N:9]=[CH:8][N:7]=[C:6]2[O:15][C:16]1[CH:17]=[C:18]([CH:20]=[CH:21][CH:22]=1)[NH2:19].[C:23]([C:27]1[CH:32]=[CH:31][C:30]([N:33]=[C:34]=[O:35])=[CH:29][CH:28]=1)([CH3:26])([CH3:25])[CH3:24]. The catalyst is CN(C=O)C.O. The product is [C:23]([C:27]1[CH:32]=[CH:31][C:30]([NH:33][C:34]([NH:19][C:18]2[CH:20]=[CH:21][CH:22]=[C:16]([O:15][C:6]3[C:5]4[C:10](=[CH:11][C:12]([O:13][CH3:14])=[C:3]([O:2][CH3:1])[CH:4]=4)[N:9]=[CH:8][N:7]=3)[CH:17]=2)=[O:35])=[CH:29][CH:28]=1)([CH3:26])([CH3:24])[CH3:25]. The yield is 0.380.